This data is from Forward reaction prediction with 1.9M reactions from USPTO patents (1976-2016). The task is: Predict the product of the given reaction. (1) Given the reactants Cl.CC1(C)[O:7][CH:6]([CH2:8][O:9][NH:10][C:11]([C:13]2[C:14]([NH:23][C:24]3[CH:29]=[CH:28][C:27]([Br:30])=[CH:26][C:25]=3[F:31])=[CH:15][C:16](=[O:22])[N:17]3[C:21]=2[CH2:20][CH2:19][CH2:18]3)=[O:12])[CH2:5][O:4]1, predict the reaction product. The product is: [OH:7][CH:6]([CH2:5][OH:4])[CH2:8][O:9][NH:10][C:11]([C:13]1[C:14]([NH:23][C:24]2[CH:29]=[CH:28][C:27]([Br:30])=[CH:26][C:25]=2[F:31])=[CH:15][C:16](=[O:22])[N:17]2[C:21]=1[CH2:20][CH2:19][CH2:18]2)=[O:12]. (2) Given the reactants CO[C:3]([C@@H:5]1[C@@H:12]2[C@@H:8]([O:9][C:10]([CH3:14])([CH3:13])[O:11]2)[C@H:7]([N:15]2[CH:23]=[N:22][C:21]3[C:16]2=[N:17][CH:18]=[N:19][C:20]=3[NH:24][CH:25]([CH3:27])[CH3:26])[O:6]1)=[O:4].O.[NH2:29][NH2:30], predict the reaction product. The product is: [CH:25]([NH:24][C:20]1[N:19]=[CH:18][N:17]=[C:16]2[C:21]=1[N:22]=[CH:23][N:15]2[C@H:7]1[C@@H:8]2[O:9][C:10]([CH3:14])([CH3:13])[O:11][C@@H:12]2[C@@H:5]([C:3]([NH:29][NH2:30])=[O:4])[O:6]1)([CH3:26])[CH3:27]. (3) Given the reactants [CH3:1][C:2]1[C:11]([CH2:12][CH2:13][C:14]2[CH:15]=[C:16]3[C:20](=[CH:21][CH:22]=2)[N:19]([Si](C(C)C)(C(C)C)C(C)C)[CH:18]=[CH:17]3)=[CH:10][C:9]2[C:4](=[N:5][CH:6]=[CH:7][CH:8]=2)[N:3]=1.[CH3:33][O:34][C:35](=[O:38])[C:36]#[CH:37].[F-].C([N+](CCCC)(CCCC)CCCC)CCC, predict the reaction product. The product is: [CH3:33][O:34][C:35](=[O:38])[CH:36]=[CH:37][N:19]1[C:20]2[C:16](=[CH:15][C:14]([CH2:13][CH2:12][C:11]3[C:2]([CH3:1])=[N:3][C:4]4[C:9]([CH:10]=3)=[CH:8][CH:7]=[CH:6][N:5]=4)=[CH:22][CH:21]=2)[CH:17]=[CH:18]1. (4) Given the reactants [NH2:1][C:2]1[CH:9]=[CH:8][C:5]([C:6]#[N:7])=[C:4]([Cl:10])[CH:3]=1.C(=O)([O-])[O-:12].[K+].[K+].OO.C(OCC)(=O)C, predict the reaction product. The product is: [NH2:1][C:2]1[CH:9]=[CH:8][C:5]([C:6]([NH2:7])=[O:12])=[C:4]([Cl:10])[CH:3]=1. (5) The product is: [C:2]1([CH3:11])[CH:7]=[CH:6][C:5]([S:8]([OH:10])=[O:9])=[CH:4][CH:3]=1. Given the reactants [Na+].[C:2]1([CH3:11])[CH:7]=[CH:6][C:5]([S:8]([O-:10])=[O:9])=[CH:4][CH:3]=1.C(OC)(C)(C)C.Cl, predict the reaction product.